Dataset: Forward reaction prediction with 1.9M reactions from USPTO patents (1976-2016). Task: Predict the product of the given reaction. (1) Given the reactants C(#N)C.C(=O)([O-])[O-].[K+].[K+].[C:10]([N:15]1[C:19](=[O:20])[C:18]2=[CH:21][CH:22]=[CH:23][CH:24]=[C:17]2[C:16]1=[O:25])(OCC)=O.Cl.N[C@@H:28]1[C:33](C)([CH3:34])[CH2:32][CH2:31][C@H:30]([OH:36])[CH2:29]1, predict the reaction product. The product is: [OH:36][C@@H:30]1[CH2:31][C@H:10]([N:15]2[C:16](=[O:25])[C:17]3[C:18](=[CH:21][CH:22]=[CH:23][CH:24]=3)[C:19]2=[O:20])[C:33]([CH3:34])([CH3:32])[CH2:28][CH2:29]1. (2) Given the reactants [CH3:1][C:2]1[C:11]2[CH:10]=[CH:9][C:8](=[O:12])[N:7]3[C@H:13]([CH2:15][N:16]4[CH2:21][CH2:20][CH:19]([NH:22]C(=O)OC(C)(C)C)[CH2:18][CH2:17]4)[CH2:14][N:5]([C:6]=23)[C:4](=[O:30])[CH:3]=1.[ClH:31].CO.C1(C)C=CC=CC=1, predict the reaction product. The product is: [ClH:31].[ClH:31].[NH2:22][CH:19]1[CH2:18][CH2:17][N:16]([CH2:15][C@H:13]2[N:7]3[C:6]4[N:5]([C:4](=[O:30])[CH:3]=[C:2]([CH3:1])[C:11]=4[CH:10]=[CH:9][C:8]3=[O:12])[CH2:14]2)[CH2:21][CH2:20]1. (3) Given the reactants Cl.[CH3:2][C:3]1[CH:4]=[C:5]([CH:9]=[CH:10][N:11]=1)[C:6]([OH:8])=O.CN(C(ON1N=NC2C=CC=NC1=2)=[N+](C)C)C.F[P-](F)(F)(F)(F)F.CN1CCOCC1.[CH3:43][O:44][C:45]1[C:46]2[N:59]=[C:58]([NH2:60])[S:57][C:47]=2[C:48]([C:51]2[CH:56]=[CH:55][CH:54]=[CH:53][CH:52]=2)=[N:49][CH:50]=1, predict the reaction product. The product is: [CH3:43][O:44][C:45]1[C:46]2[N:59]=[C:58]([NH:60][C:6](=[O:8])[C:5]3[CH:9]=[CH:10][N:11]=[C:3]([CH3:2])[CH:4]=3)[S:57][C:47]=2[C:48]([C:51]2[CH:56]=[CH:55][CH:54]=[CH:53][CH:52]=2)=[N:49][CH:50]=1. (4) Given the reactants [CH3:1][O:2][C:3]([C:5]1[O:9][C:8]([NH2:10])=[CH:7][CH:6]=1)=[O:4].[OH:11][C:12](=[C:17]1C(=O)OC(C)(C)[O:19][C:18]1=O)[CH2:13][C:14](=O)[CH3:15].CS(O)(=O)=O, predict the reaction product. The product is: [OH:11][C:12]1[CH:13]=[C:14]([CH3:15])[N:10]([C:8]2[O:9][C:5]([C:3]([O:2][CH3:1])=[O:4])=[CH:6][CH:7]=2)[C:18](=[O:19])[CH:17]=1. (5) Given the reactants Br[C:2]1[CH:7]=[CH:6][CH:5]=[CH:4][C:3]=1[C:8]1[O:12][C:11]([NH:13][C:14]2[CH:19]=[CH:18][CH:17]=[CH:16][CH:15]=2)=[N:10][N:9]=1.CC1(C)C2C(=C(P(C3C=CC=CC=3)C3C=CC=CC=3)C=CC=2)OC2C(P(C3C=CC=CC=3)C3C=CC=CC=3)=CC=CC1=2.C(N(C(C)C)CC)(C)C.Cl.[N:72]1[CH:77]=[CH:76][C:75]([CH2:78][SH:79])=[CH:74][CH:73]=1, predict the reaction product. The product is: [C:14]1([NH:13][C:11]2[O:12][C:8]([C:3]3[CH:4]=[CH:5][CH:6]=[CH:7][C:2]=3[S:79][CH2:78][C:75]3[CH:76]=[CH:77][N:72]=[CH:73][CH:74]=3)=[N:9][N:10]=2)[CH:19]=[CH:18][CH:17]=[CH:16][CH:15]=1. (6) Given the reactants [N:1]1([C:9]([O:11][C:12]([CH3:15])([CH3:14])[CH3:13])=[O:10])[CH2:4][CH:3]([C:5](OC)=[O:6])[CH2:2]1.CO.[Li+].[BH4-].O.O.O.O.C(C(C(C([O-])=O)O)O)([O-])=O.[Na+].[K+], predict the reaction product. The product is: [OH:6][CH2:5][CH:3]1[CH2:4][N:1]([C:9]([O:11][C:12]([CH3:15])([CH3:14])[CH3:13])=[O:10])[CH2:2]1. (7) Given the reactants [CH3:1][NH:2][CH3:3].O1CCCC1.Cl[C:10]1[N:11]=[CH:12][C:13]([C:16]([O:18][CH3:19])=[O:17])=[N:14][CH:15]=1.C(OCC)(=O)C, predict the reaction product. The product is: [CH3:1][N:2]([CH3:3])[C:10]1[N:11]=[CH:12][C:13]([C:16]([O:18][CH3:19])=[O:17])=[N:14][CH:15]=1.